Predict the product of the given reaction. From a dataset of Forward reaction prediction with 1.9M reactions from USPTO patents (1976-2016). Given the reactants C([O:3][C:4](=[O:26])[CH2:5][N:6]1[C:10]([O:11][CH2:12][C:13]2[N:17]([C:18]3[CH:23]=[CH:22][CH:21]=[CH:20][CH:19]=3)[N:16]=[C:15]([CH3:24])[CH:14]=2)=[CH:9][C:8]([CH3:25])=[N:7]1)C.[OH-].[Li+], predict the reaction product. The product is: [CH3:25][C:8]1[CH:9]=[C:10]([O:11][CH2:12][C:13]2[N:17]([C:18]3[CH:23]=[CH:22][CH:21]=[CH:20][CH:19]=3)[N:16]=[C:15]([CH3:24])[CH:14]=2)[N:6]([CH2:5][C:4]([OH:26])=[O:3])[N:7]=1.